The task is: Predict the product of the given reaction.. This data is from Forward reaction prediction with 1.9M reactions from USPTO patents (1976-2016). (1) Given the reactants [NH:1]1[C:5]2[CH:6]=[C:7]([C:10]3[O:14][C:13]([SH:15])=[N:12][N:11]=3)[CH:8]=[CH:9][C:4]=2[N:3]=[CH:2]1.[CH2:16](Br)[CH2:17][CH2:18][CH2:19][CH2:20][CH2:21][CH2:22][CH3:23], predict the reaction product. The product is: [CH2:16]([S:15][C:13]1[O:14][C:10]([C:7]2[CH:8]=[CH:9][C:4]3[NH:3][CH:2]=[N:1][C:5]=3[CH:6]=2)=[N:11][N:12]=1)[CH2:17][CH2:18][CH2:19][CH2:20][CH2:21][CH2:22][CH3:23]. (2) Given the reactants [CH:1]12[CH2:7][CH:6]1[NH:5][CH2:4][CH2:3][N:2]2[C:8]([O:10][C:11]([CH3:14])([CH3:13])[CH3:12])=[O:9].[CH3:15][C:16]1[C:24]2[CH2:23][O:22][C:21](=[O:25])[C:20]=2[CH:19]=[CH:18][C:17]=1[C@@H:26]1[CH2:28][O:27]1, predict the reaction product. The product is: [OH:27][C@H:26]([C:17]1[CH:18]=[CH:19][C:20]2[C:21](=[O:25])[O:22][CH2:23][C:24]=2[C:16]=1[CH3:15])[CH2:28][N:5]1[CH:6]2[CH:1]([CH2:7]2)[N:2]([C:8]([O:10][C:11]([CH3:14])([CH3:13])[CH3:12])=[O:9])[CH2:3][CH2:4]1. (3) The product is: [Cl:29][C:23]1[CH:24]=[C:25]([Cl:28])[CH:26]=[CH:27][C:22]=1[C:5]1[C:6]2[CH:11]=[C:10]([C:12]3[NH:34][CH:15]=[CH:14][CH:13]=3)[S:9][C:7]=2[N:8]=[C:3]([NH2:2])[N:4]=1. Given the reactants Cl.[NH2:2][C:3]1[N:4]=[C:5]([C:22]2[CH:27]=[CH:26][C:25]([Cl:28])=[CH:24][C:23]=2[Cl:29])[C:6]2[CH:11]=[C:10]([C:12](=O)[CH2:13][CH2:14][CH:15]3OCC=CO3)[S:9][C:7]=2[N:8]=1.C([O-])(=O)C.[NH4+:34].O, predict the reaction product. (4) Given the reactants [N:1]1([C:7]2[N:12]=[CH:11][NH:10][C:9](=[O:13])[CH:8]=2)[CH2:6][CH2:5][NH:4][CH2:3][CH2:2]1.[Br:14][C:15]1[CH:16]=[CH:17][C:18]([F:23])=[C:19]([CH:22]=1)[CH:20]=O, predict the reaction product. The product is: [Br:14][C:15]1[CH:16]=[CH:17][C:18]([F:23])=[C:19]([CH:22]=1)[CH2:20][N:4]1[CH2:5][CH2:6][N:1]([C:7]2[N:12]=[CH:11][NH:10][C:9](=[O:13])[CH:8]=2)[CH2:2][CH2:3]1. (5) Given the reactants [NH:1]1[C:5]2=[N:6][CH:7]=[CH:8][CH:9]=[C:4]2[CH:3]=[CH:2]1.[CH:10](=[O:13])[CH:11]=[CH2:12], predict the reaction product. The product is: [N:1]1([CH2:12][CH2:11][CH:10]=[O:13])[C:5]2=[N:6][CH:7]=[CH:8][CH:9]=[C:4]2[CH:3]=[CH:2]1. (6) Given the reactants C(OC([NH:8][CH2:9][CH:10]1[CH2:15][CH2:14][CH:13]([CH2:16][NH:17][C:18]2[C:23]([C:24]([OH:26])=[O:25])=[CH:22][N:21]=[C:20]([NH:27][CH2:28][C:29]3[CH:34]=[CH:33][CH:32]=[CH:31][C:30]=3[Cl:35])[N:19]=2)[CH2:12][CH2:11]1)=O)(C)(C)C.CCO.Cl.O1CCOCC1, predict the reaction product. The product is: [NH2:8][CH2:9][CH:10]1[CH2:11][CH2:12][CH:13]([CH2:16][NH:17][C:18]2[C:23]([C:24]([OH:26])=[O:25])=[CH:22][N:21]=[C:20]([NH:27][CH2:28][C:29]3[CH:34]=[CH:33][CH:32]=[CH:31][C:30]=3[Cl:35])[N:19]=2)[CH2:14][CH2:15]1. (7) Given the reactants [CH:1]#[CH:2].[C:3]1(=[O:10])[NH:9][CH2:8][CH2:7][CH2:6][CH2:5][CH2:4]1, predict the reaction product. The product is: [CH:1]([N:9]1[CH2:8][CH2:7][CH2:6][CH2:5][CH2:4][C:3]1=[O:10])=[CH2:2]. (8) Given the reactants [NH2:1][C:2]1[CH:10]=[C:9]([F:11])[CH:8]=[C:7]2[C:3]=1[CH2:4][O:5][C:6]2=[O:12].[F:13][C:14]1[CH:21]=[CH:20][C:17]([CH:18]=O)=[CH:16][CH:15]=1.[O-]S([O-])(=O)=O.[Mg+2], predict the reaction product. The product is: [F:11][C:9]1[CH:8]=[C:7]2[C:3]([CH2:4][O:5][C:6]2=[O:12])=[C:2](/[N:1]=[CH:18]/[C:17]2[CH:20]=[CH:21][C:14]([F:13])=[CH:15][CH:16]=2)[CH:10]=1.